From a dataset of Catalyst prediction with 721,799 reactions and 888 catalyst types from USPTO. Predict which catalyst facilitates the given reaction. (1) Reactant: C([O:5][C@H:6]([C@H:8]1[CH2:12][O:11][C:10](=[O:13])[N:9]1[C:14]1[CH:19]=[CH:18][N:17]=[C:16]([F:20])[N:15]=1)[CH3:7])(C)(C)C.C(O)(C(F)(F)F)=O. Product: [F:20][C:16]1[N:15]=[C:14]([N:9]2[C@@H:8]([C@@H:6]([OH:5])[CH3:7])[CH2:12][O:11][C:10]2=[O:13])[CH:19]=[CH:18][N:17]=1. The catalyst class is: 2. (2) Reactant: Br[C:2]1[CH:3]=[C:4]2[C:8](=[C:9]([CH3:11])[CH:10]=1)[C:7](=[O:12])[N:6]([CH2:13][C:14]1[CH:19]=[CH:18][C:17]([O:20][C:21]([F:24])([F:23])[F:22])=[CH:16][CH:15]=1)[CH2:5]2.C(P(C(C)(C)C)C1C=CC2C(=CC=CC=2)C=1C1C2C(=CC=CC=2)C=CC=1)(C)(C)C.C(=O)([O-])[O-].[Cs+].[Cs+].[F:60][CH:61]([F:64])[CH2:62][OH:63]. Product: [F:60][CH:61]([F:64])[CH2:62][O:63][C:2]1[CH:3]=[C:4]2[C:8](=[C:9]([CH3:11])[CH:10]=1)[C:7](=[O:12])[N:6]([CH2:13][C:14]1[CH:19]=[CH:18][C:17]([O:20][C:21]([F:24])([F:23])[F:22])=[CH:16][CH:15]=1)[CH2:5]2. The catalyst class is: 164. (3) Reactant: [CH3:1][C:2]1[N:3]=[CH:4][NH:5][CH:6]=1.C(=O)([O-])[O-].[Cs+].[Cs+].[NH2:13][C:14]1[N:19]=[C:18]([C:20]#[N:21])[C:17](Br)=[CH:16][CH:15]=1. Product: [NH2:13][C:14]1[N:19]=[C:18]([C:20]#[N:21])[C:17]([N:5]2[CH:6]=[C:2]([CH3:1])[N:3]=[CH:4]2)=[CH:16][CH:15]=1. The catalyst class is: 870. (4) Reactant: [CH2:1]([O:3][C:4]1[CH:5]=[C:6]([CH:9]=[C:10]([CH2:13][C:14]([CH3:16])=[CH2:15])[C:11]=1[OH:12])[CH:7]=[O:8])[CH3:2]. Product: [CH2:1]([O:3][C:4]1[C:11]2[O:12][C:14]([CH3:16])([CH3:15])[CH2:13][C:10]=2[CH:9]=[C:6]([CH:7]=[O:8])[CH:5]=1)[CH3:2]. The catalyst class is: 11. (5) Reactant: [Cl:1][C:2]1[CH:7]=[CH:6][C:5]([C:8](=O)[CH2:9][OH:10])=[CH:4][CH:3]=1.[NH:12]([C:14]([O:16][CH2:17][CH3:18])=[O:15])[NH2:13]. The catalyst class is: 8. Product: [Cl:1][C:2]1[CH:7]=[CH:6][C:5]([C:8](=[N:13][NH:12][C:14]([O:16][CH2:17][CH3:18])=[O:15])[CH2:9][OH:10])=[CH:4][CH:3]=1. (6) Reactant: O[C:2]1[C:3](O)=[CH:4][C:5]2[CH2:6][C@H:7]3[C:31](=[O:32])[N:30]([CH3:33])[CH2:29][C:28](=[O:34])[N:8]3[C@H:9]([C:12]3[C:20]4[C:15](=[CH:16][CH:17]=[CH:18][CH:19]=4)[N:14](C(OC(C)(C)C)=O)[CH:13]=3)[C:10]=2[CH:11]=1.[C:36]([O-])([O-:38])=[O:37].[Cs+].[Cs+].CN(C=O)C.BrCCl. Product: [NH:14]1[C:15]2[C:20](=[CH:19][CH:18]=[CH:17][CH:16]=2)[C:12]([C@H:9]2[N:8]3[C@H:7]([C:31](=[O:32])[N:30]([CH3:33])[CH2:29][C:28]3=[O:34])[CH2:6][C:5]3[CH:4]=[C:3]4[O:37][CH2:36][O:38][C:2]4=[CH:11][C:10]2=3)=[CH:13]1. The catalyst class is: 25. (7) Reactant: [NH2:1][CH2:2][C@H:3]1[CH2:8][CH2:7][C@H:6]([NH:9][C:10]2[N:15]=[C:14]([N:16]3[C:20]4[CH:21]=[CH:22][CH:23]=[CH:24][C:19]=4[N:18]=[N:17]3)[CH:13]=[CH:12][N:11]=2)[CH2:5][CH2:4]1.[C:25](Cl)(=[O:27])[CH3:26]. Product: [N:16]1([C:14]2[CH:13]=[CH:12][N:11]=[C:10]([NH:9][C@H:6]3[CH2:5][CH2:4][C@H:3]([CH2:2][NH:1][C:25](=[O:27])[CH3:26])[CH2:8][CH2:7]3)[N:15]=2)[C:20]2[CH:21]=[CH:22][CH:23]=[CH:24][C:19]=2[N:18]=[N:17]1. The catalyst class is: 34. (8) Reactant: [NH:1]1[C:9]2[C:4](=[CH:5][C:6]([CH:10]=O)=[CH:7][CH:8]=2)[CH:3]=[CH:2]1.C(=O)([O-])[O-].[K+].[K+].C(OP([CH2:26][C:27]([O:29][CH3:30])=[O:28])(OCC)=O)C. Product: [NH:1]1[C:9]2[C:4](=[CH:5][C:6]([CH:10]=[CH:26][C:27]([O:29][CH3:30])=[O:28])=[CH:7][CH:8]=2)[CH:3]=[CH:2]1. The catalyst class is: 1. (9) Reactant: [OH:1][C@@H:2]1[C@@H:9]2[C@@:5]([C:12]([O:14][CH3:15])=[O:13])([O:6][C:7]([CH3:11])([CH3:10])[O:8]2)[O:4][C@@H:3]1[CH2:16][OH:17].[S:18](Cl)([C:21]1[CH:27]=[CH:26][C:24]([CH3:25])=[CH:23][CH:22]=1)(=[O:20])=[O:19]. Product: [OH:1][C@@H:2]1[C@@H:9]2[C@@:5]([C:12]([O:14][CH3:15])=[O:13])([O:6][C:7]([CH3:11])([CH3:10])[O:8]2)[O:4][C@@H:3]1[CH2:16][O:17][S:18]([C:21]1[CH:27]=[CH:26][C:24]([CH3:25])=[CH:23][CH:22]=1)(=[O:20])=[O:19]. The catalyst class is: 17. (10) Reactant: [CH2:1]1[C:4]2([O:8][CH2:7][CH2:6][O:5]2)[CH2:3][CH:2]1[C:9]#[N:10].F[C:12]1[CH:17]=[C:16]([C:18]([F:21])([F:20])[F:19])[CH:15]=[CH:14][N:13]=1.C[Si](C)(C)[N-][Si](C)(C)C.[K+]. Product: [F:19][C:18]([F:21])([F:20])[C:16]1[CH:15]=[CH:14][N:13]=[C:12]([C:2]2([C:9]#[N:10])[CH2:1][C:4]3([O:8][CH2:7][CH2:6][O:5]3)[CH2:3]2)[CH:17]=1. The catalyst class is: 11.